This data is from Reaction yield outcomes from USPTO patents with 853,638 reactions. The task is: Predict the reaction yield, written as a fraction of the theoretical maximum amount of product (1.0 means a 100% yield; for example, 0.34 means a 34% yield). (1) The reactants are [H-].[H-].[H-].[H-].[Li+].[Al+3].[CH3:7][C:8]([C:15]1[NH:16][C:17]2[C:22]([CH:23]=1)=[CH:21][C:20]([N+:24]([O-:26])=[O:25])=[CH:19][CH:18]=2)([CH3:14])[C:9](OCC)=[O:10].O.[OH-].[Na+]. The catalyst is C1COCC1. The product is [CH3:14][C:8]([C:15]1[NH:16][C:17]2[C:22]([CH:23]=1)=[CH:21][C:20]([N+:24]([O-:26])=[O:25])=[CH:19][CH:18]=2)([CH3:7])[CH2:9][OH:10]. The yield is 0.580. (2) The reactants are [NH2:1][C:2]1[C:11]2[C:6](=[C:7](Br)[CH:8]=[CH:9][CH:10]=2)[N:5]=[N:4][C:3]=1[C:13]([NH:15][CH2:16][CH2:17][CH3:18])=[O:14].[CH3:19][N:20]([CH3:30])[C:21]1[CH:26]=[CH:25][C:24](B(O)O)=[CH:23][CH:22]=1. No catalyst specified. The product is [NH2:1][C:2]1[C:11]2[C:6](=[C:7]([C:24]3[CH:25]=[CH:26][C:21]([N:20]([CH3:30])[CH3:19])=[CH:22][CH:23]=3)[CH:8]=[CH:9][CH:10]=2)[N:5]=[N:4][C:3]=1[C:13]([NH:15][CH2:16][CH2:17][CH3:18])=[O:14]. The yield is 0.930. (3) The reactants are [Br:1][C:2]1[CH:32]=[CH:31][C:5]([O:6][C:7]2[C:16]3[C:11](=[CH:12][C:13]([O:19][CH2:20][CH2:21][CH2:22][NH:23]C(OC(C)(C)C)=O)=[C:14]([O:17][CH3:18])[CH:15]=3)[N:10]=[CH:9][N:8]=2)=[C:4]([F:33])[CH:3]=1. The catalyst is FC(F)(F)C(O)=O. The product is [NH2:23][CH2:22][CH2:21][CH2:20][O:19][C:13]1[CH:12]=[C:11]2[C:16]([C:7]([O:6][C:5]3[CH:31]=[CH:32][C:2]([Br:1])=[CH:3][C:4]=3[F:33])=[N:8][CH:9]=[N:10]2)=[CH:15][C:14]=1[O:17][CH3:18]. The yield is 1.00. (4) The reactants are [ClH:1].Cl.Cl.[OH:4][CH2:5][CH2:6][N:7]([CH2:21]/[CH:22]=[CH:23]/[C:24]1[CH:25]=[C:26]([CH:30]=[CH:31][CH:32]=1)[C:27]([NH2:29])=[NH:28])[C:8]1[CH:13]=[CH:12][C:11]([O:14][CH:15]2[CH2:20][CH2:19][NH:18][CH2:17][CH2:16]2)=[CH:10][CH:9]=1.Cl.[C:34](=[NH:39])(OCC)[CH3:35].C(N(CC)CC)C.Cl. The catalyst is CO.O1CCOCC1. The product is [ClH:1].[ClH:1].[ClH:1].[C:34]([N:18]1[CH2:17][CH2:16][CH:15]([O:14][C:11]2[CH:12]=[CH:13][C:8]([N:7]([CH2:21]/[CH:22]=[CH:23]/[C:24]3[CH:25]=[C:26]([CH:30]=[CH:31][CH:32]=3)[C:27]([NH2:29])=[NH:28])[CH2:6][CH2:5][OH:4])=[CH:9][CH:10]=2)[CH2:20][CH2:19]1)(=[NH:39])[CH3:35]. The yield is 0.550. (5) The reactants are CO[C:3](=[O:19])[CH2:4][CH:5]1[CH2:8][N:7]([CH2:9][CH2:10][C:11]2[CH:16]=[CH:15][C:14]([F:17])=[CH:13][C:12]=2[F:18])[CH2:6]1.Cl.C[NH:22][O:23][CH3:24].C([Mg]Cl)(C)C.[Cl-].[NH4+].[O:32]1CCC[CH2:33]1. No catalyst specified. The product is [F:18][C:12]1[CH:13]=[C:14]([F:17])[CH:15]=[CH:16][C:11]=1[CH2:10][CH2:9][N:7]1[CH2:6][CH:5]([CH2:4][C:3]([N:22]([O:32][CH3:33])[O:23][CH3:24])=[O:19])[CH2:8]1. The yield is 0.540.